Dataset: Catalyst prediction with 721,799 reactions and 888 catalyst types from USPTO. Task: Predict which catalyst facilitates the given reaction. (1) Reactant: [Cl:1][C:2]1[C:3]([CH3:18])=[C:4]([NH:10][C@H:11]([C@@H:15]([OH:17])[CH3:16])[C:12]([OH:14])=O)[CH:5]=[CH:6][C:7]=1[C:8]#[N:9].[F:19][C:20]([F:32])([F:31])[C:21]1[CH:30]=[CH:29][C:24]([C:25]([NH:27][NH2:28])=[O:26])=[CH:23][CH:22]=1.O.ON1C2C=CC=CC=2N=N1.Cl.CN(C)CCCN=C=NCC.C(N(CC)CC)C. Product: [Cl:1][C:2]1[C:3]([CH3:18])=[C:4]([NH:10][C@H:11]([C@@H:15]([OH:17])[CH3:16])[C:12]([NH:28][NH:27][C:25](=[O:26])[C:24]2[CH:23]=[CH:22][C:21]([C:20]([F:19])([F:32])[F:31])=[CH:30][CH:29]=2)=[O:14])[CH:5]=[CH:6][C:7]=1[C:8]#[N:9]. The catalyst class is: 1. (2) Reactant: [CH2:1]([O:8][C:9]1[CH:14]=[CH:13][NH:12][C:11](=[O:15])[CH:10]=1)[C:2]1[CH:7]=[CH:6][CH:5]=[CH:4][CH:3]=1.I[C:17]1[CH:22]=[CH:21][C:20]([O:23][CH:24]2[CH2:29][CH2:28][CH2:27][CH2:26][O:25]2)=[CH:19][CH:18]=1.C(=O)([O-])[O-].[K+].[K+].CN(C)C=O. Product: [CH2:1]([O:8][C:9]1[CH:14]=[CH:13][N:12]([C:17]2[CH:22]=[CH:21][C:20]([O:23][CH:24]3[CH2:29][CH2:28][CH2:27][CH2:26][O:25]3)=[CH:19][CH:18]=2)[C:11](=[O:15])[CH:10]=1)[C:2]1[CH:3]=[CH:4][CH:5]=[CH:6][CH:7]=1. The catalyst class is: 6. (3) Reactant: C(OP([CH2:9][C:10]([O:12][CH2:13][CH3:14])=[O:11])(OCC)=O)C.CC(C)([O-])C.[K+].[F:21][C:22]1[CH:27]=[CH:26][C:25]([C:28]2([CH:34]=O)[CH2:33][CH2:32][CH2:31][CH2:30][CH2:29]2)=[CH:24][CH:23]=1. Product: [F:21][C:22]1[CH:27]=[CH:26][C:25]([C:28]2(/[CH:34]=[CH:9]/[C:10]([O:12][CH2:13][CH3:14])=[O:11])[CH2:33][CH2:32][CH2:31][CH2:30][CH2:29]2)=[CH:24][CH:23]=1. The catalyst class is: 1.